Dataset: Full USPTO retrosynthesis dataset with 1.9M reactions from patents (1976-2016). Task: Predict the reactants needed to synthesize the given product. (1) Given the product [CH3:25][O:26][C:27](=[O:46])[NH:28][C@@H:29]1[CH2:34][CH2:33][N:32]([C:35]2[CH:40]=[C:39]([C:41]#[N:42])[CH:38]=[C:37]([NH:43][C:2]3[N:7]=[C:6]([N:8]([CH2:18][CH3:19])[CH2:9][C:10]4[CH:15]=[CH:14][C:13]([O:16][CH3:17])=[CH:12][CH:11]=4)[C:5]4=[N:20][CH:21]=[C:22]([C:23]#[N:24])[N:4]4[N:3]=3)[C:36]=2[Cl:44])[CH2:31][C@H:30]1[OH:45], predict the reactants needed to synthesize it. The reactants are: Cl[C:2]1[N:7]=[C:6]([N:8]([CH2:18][CH3:19])[CH2:9][C:10]2[CH:15]=[CH:14][C:13]([O:16][CH3:17])=[CH:12][CH:11]=2)[C:5]2=[N:20][CH:21]=[C:22]([C:23]#[N:24])[N:4]2[N:3]=1.[CH3:25][O:26][C:27](=[O:46])[NH:28][C@@H:29]1[CH2:34][CH2:33][N:32]([C:35]2[CH:40]=[C:39]([C:41]#[N:42])[CH:38]=[C:37]([NH2:43])[C:36]=2[Cl:44])[CH2:31][C@H:30]1[OH:45].P([O-])([O-])([O-])=O.[K+].[K+].[K+]. (2) The reactants are: [F:1][C:2]1[CH:7]=[CH:6][C:5]([CH2:8][C:9](O)=O)=[CH:4][CH:3]=1.[Br:12]CCC1C=CC=CC=1F. Given the product [Br:12][CH2:9][CH2:8][C:5]1[CH:6]=[CH:7][C:2]([F:1])=[CH:3][CH:4]=1, predict the reactants needed to synthesize it. (3) The reactants are: [OH:1][CH2:2][CH2:3][CH2:4][N:5]1[CH:9]=[C:8]([C:10]2[CH:11]=[CH:12][C:13]([NH:21][C:22]3[C:27]([C:28]([F:31])([F:30])[F:29])=[CH:26][N:25]=[C:24]([NH:32][C:33]4[CH:47]=[CH:46][C:36]([CH2:37][P:38](=[O:45])([O:42][CH2:43][CH3:44])[O:39][CH2:40][CH3:41])=[CH:35][C:34]=4[O:48][CH3:49])[N:23]=3)=[C:14]3[C:18]=2C[N:16](C)[C:15]3=[O:20])[CH:7]=[N:6]1.NC1C=CC(C2C=NN(CCCO)C=2)=CC=1[C:53](NOC)=[O:54]. Given the product [OH:1][CH2:2][CH2:3][CH2:4][N:5]1[CH:9]=[C:8]([C:10]2[CH:11]=[CH:12][C:13]([NH:21][C:22]3[C:27]([C:28]([F:31])([F:29])[F:30])=[CH:26][N:25]=[C:24]([NH:32][C:33]4[CH:47]=[CH:46][C:36]([CH2:37][P:38](=[O:45])([O:39][CH2:40][CH3:41])[O:42][CH2:43][CH3:44])=[CH:35][C:34]=4[O:48][CH3:49])[N:23]=3)=[C:14]([C:15](=[O:20])[NH:16][O:54][CH3:53])[CH:18]=2)[CH:7]=[N:6]1, predict the reactants needed to synthesize it. (4) Given the product [OH:7][CH2:6][C:5]1[CH:10]=[CH:11][C:12]([O:13][CH3:14])=[C:3]([CH:4]=1)[C:1]#[N:2], predict the reactants needed to synthesize it. The reactants are: [C:1]([C:3]1[CH:4]=[C:5]([CH:10]=[CH:11][C:12]=1[O:13][CH3:14])[C:6](OC)=[O:7])#[N:2]. (5) Given the product [CH3:39][O:38][C:35]1[CH:36]=[CH:37][C:32]([CH2:31][C:30]([NH:29][C:26]2[CH:27]=[CH:28][C:23]([C:22]([N:21]([CH2:20][C:19]([OH:18])=[O:72])[CH2:46][C:47]3[CH:48]=[CH:49][C:50]([C:51]4[O:53][CH:54]=[C:55]([C:57]5[CH:58]=[CH:59][C:60]([C:63]6[CH:64]=[CH:65][C:66]([CH3:69])=[CH:67][CH:68]=6)=[CH:61][CH:62]=5)[N:4]=4)=[CH:70][CH:71]=3)=[O:45])=[CH:24][CH:25]=2)=[O:44])=[C:33]([C:40]([F:42])([F:43])[F:41])[CH:34]=1, predict the reactants needed to synthesize it. The reactants are: C([NH2:4])(=O)C.B(F)(F)F.CCOCC.C([O:18][C:19](=[O:72])[CH2:20][N:21]([CH2:46][C:47]1[CH:71]=[CH:70][C:50]([C:51]([O:53][CH2:54][C:55]([C:57]2[CH:62]=[CH:61][C:60]([C:63]3[CH:68]=[CH:67][C:66]([CH3:69])=[CH:65][CH:64]=3)=[CH:59][CH:58]=2)=O)=O)=[CH:49][CH:48]=1)[C:22](=[O:45])[C:23]1[CH:28]=[CH:27][C:26]([NH:29][C:30](=[O:44])[CH2:31][C:32]2[CH:37]=[CH:36][C:35]([O:38][CH3:39])=[CH:34][C:33]=2[C:40]([F:43])([F:42])[F:41])=[CH:25][CH:24]=1)(C)(C)C.N#N.